This data is from Reaction yield outcomes from USPTO patents with 853,638 reactions. The task is: Predict the reaction yield, written as a fraction of the theoretical maximum amount of product (1.0 means a 100% yield; for example, 0.34 means a 34% yield). (1) The reactants are [Cl:1][C:2]1[CH:7]=[CH:6][CH:5]=[C:4]([N:8]=[C:9]=[O:10])[CH:3]=1.[C:11]([N:15]1[CH2:20][CH2:19][N:18](C(OC(C)(C)C)=O)[C@@H:17]([C:28]([N:30]2[CH2:35][CH2:34][NH:33][CH2:32][CH2:31]2)=[O:29])[CH2:16]1)([CH3:14])([CH3:13])[CH3:12]. The catalyst is C(Cl)Cl. The product is [NH3:8].[CH3:9][OH:10].[C:11]([N:15]1[CH2:20][CH2:19][NH:18][C@@H:17]([C:28]([N:30]2[CH2:35][CH2:34][N:33]([C:9]([NH:8][C:4]3[CH:5]=[CH:6][CH:7]=[C:2]([Cl:1])[CH:3]=3)=[O:10])[CH2:32][CH2:31]2)=[O:29])[CH2:16]1)([CH3:14])([CH3:12])[CH3:13]. The yield is 0.100. (2) The reactants are COC(=O)NC(C(N1CCCC1C1NC(C2C=CC(Br)=CC=2)=CN=1)=O)C(C)C.C(OC([N:36]1[CH2:40][CH2:39][CH2:38][CH:37]1[C:41]1[NH:45][C:44]2[CH:46]=[C:47]([Br:50])[CH:48]=[CH:49][C:43]=2[N:42]=1)=O)(C)(C)C. No catalyst specified. The product is [Br:50][C:47]1[CH:48]=[CH:49][C:43]2[N:42]=[C:41]([CH:37]3[CH2:38][CH2:39][CH2:40][NH:36]3)[NH:45][C:44]=2[CH:46]=1. The yield is 0.660. (3) The reactants are [CH2:1]([O:3][C:4]([C@@:6]1([CH3:12])[CH2:11][CH2:10][CH2:9][NH:8][CH2:7]1)=[O:5])[CH3:2].C(=O)([O-])[O-].[K+].[K+].F[C:20]1[CH:25]=[CH:24][C:23]([N+:26]([O-:28])=[O:27])=[C:22]([O:29][CH3:30])[CH:21]=1.O. The catalyst is CN(C)C=O. The product is [CH2:1]([O:3][C:4]([C@@:6]1([CH3:12])[CH2:11][CH2:10][CH2:9][N:8]([C:20]2[CH:25]=[CH:24][C:23]([N+:26]([O-:28])=[O:27])=[C:22]([O:29][CH3:30])[CH:21]=2)[CH2:7]1)=[O:5])[CH3:2]. The yield is 0.570. (4) The reactants are [CH3:1][N:2]1[CH:6]=[C:5](B2OC(C)(C)C(C)(C)O2)[C:4]([CH3:16])=[N:3]1.[Cl-].[Li+].Br[C:20]1[N:21]=[C:22]2[C:28]([CH:29]=[O:30])=[CH:27][N:26]([CH2:31][O:32][CH2:33][CH2:34][Si:35]([CH3:38])([CH3:37])[CH3:36])[C:23]2=[N:24][CH:25]=1.[O-]P([O-])([O-])=O.[K+].[K+].[K+]. The catalyst is O.C(OCC)(=O)C.Cl[Pd](Cl)([P](C1C=CC=CC=1)(C1C=CC=CC=1)C1C=CC=CC=1)[P](C1C=CC=CC=1)(C1C=CC=CC=1)C1C=CC=CC=1.C1(C)C=CC=CC=1.C(O)C. The product is [CH3:1][N:2]1[CH:6]=[C:5]([C:20]2[N:21]=[C:22]3[C:28]([CH:29]=[O:30])=[CH:27][N:26]([CH2:31][O:32][CH2:33][CH2:34][Si:35]([CH3:38])([CH3:37])[CH3:36])[C:23]3=[N:24][CH:25]=2)[C:4]([CH3:16])=[N:3]1. The yield is 0.710. (5) The reactants are [CH2:1]([O:8][C:9](=[O:23])[NH:10][CH2:11][CH2:12][O:13][C:14]1[CH:19]=[CH:18][C:17]([C:20](=[O:22])[CH3:21])=[CH:16][CH:15]=1)[C:2]1[CH:7]=[CH:6][CH:5]=[CH:4][CH:3]=1.[Br-:24].[Br-].[Br-].C([N+](CCCC)(CCCC)CCCC)CCC.C([N+](CCCC)(CCCC)CCCC)CCC.C([N+](CCCC)(CCCC)CCCC)CCC. The catalyst is C(Cl)Cl.CO. The product is [CH2:1]([O:8][C:9](=[O:23])[NH:10][CH2:11][CH2:12][O:13][C:14]1[CH:19]=[CH:18][C:17]([C:20](=[O:22])[CH2:21][Br:24])=[CH:16][CH:15]=1)[C:2]1[CH:7]=[CH:6][CH:5]=[CH:4][CH:3]=1. The yield is 0.900.